Dataset: Full USPTO retrosynthesis dataset with 1.9M reactions from patents (1976-2016). Task: Predict the reactants needed to synthesize the given product. (1) Given the product [CH3:12][O:11][C:4]1[CH:3]=[C:2]([C:18]2[CH:19]=[CH:20][C:15]([C:13]#[N:14])=[CH:16][CH:17]=2)[C:7]([C:18]2[CH:19]=[CH:20][C:15]([C:13]#[N:14])=[CH:16][CH:17]=2)=[CH:6][C:5]=1[O:9][CH3:10], predict the reactants needed to synthesize it. The reactants are: Br[C:2]1[CH:3]=[C:4]([O:11][CH3:12])[C:5]([O:9][CH3:10])=[CH:6][C:7]=1Br.[C:13]([C:15]1[CH:20]=[CH:19][C:18](B(O)O)=[CH:17][CH:16]=1)#[N:14].C([O-])([O-])=O.[Na+].[Na+]. (2) Given the product [NH2:1][C:2]1[CH:3]=[C:4]2[C:13](=[CH:14][C:15]=1[CH:19]1[CH2:21][CH2:20]1)[O:12][CH2:11][C:10]1[N:5]2[CH:6]([CH3:18])[C:7](=[O:17])[NH:8][N:9]=1, predict the reactants needed to synthesize it. The reactants are: [NH2:1][C:2]1[CH:3]=[C:4]2[C:13](=[CH:14][C:15]=1Br)[O:12][CH2:11][C:10]1[N:5]2[CH:6]([CH3:18])[C:7](=[O:17])[NH:8][N:9]=1.[CH:19]1(B(O)O)[CH2:21][CH2:20]1.C([O-])([O-])=O.[K+].[K+]. (3) Given the product [O:1]1[CH:5]=[CH:4][C:3]([C:6]2[N:7]=[CH:8][C:9]([CH:10]([OH:11])[CH:14]([CH3:16])[CH3:15])=[CH:12][CH:13]=2)=[CH:2]1, predict the reactants needed to synthesize it. The reactants are: [O:1]1[CH:5]=[CH:4][C:3]([C:6]2[CH:13]=[CH:12][C:9]([CH:10]=[O:11])=[CH:8][N:7]=2)=[CH:2]1.[CH:14]([Mg]Cl)([CH3:16])[CH3:15]. (4) Given the product [C:16]([O:20][CH:10]1[CH2:9][CH:5]2[C:6]([CH3:7])([CH3:8])[C:2]1([CH3:1])[CH2:3][CH2:4]2)(=[O:19])[CH:17]=[CH2:18].[C:22]([OH:26])(=[O:25])[CH:23]=[CH2:24].[C:16]([O:20][CH3:21])(=[O:19])[CH:17]=[CH2:18], predict the reactants needed to synthesize it. The reactants are: [CH3:1][C@@:2]12[CH:10](C(C([O-])=O)=C)[CH2:9][C@H:5]([C:6]1([CH3:8])[CH3:7])[CH2:4][CH2:3]2.[C:16]([O:20][CH3:21])(=[O:19])[CH:17]=[CH2:18].[C:22]([OH:26])(=[O:25])[CH:23]=[CH2:24].CCCCCCCCCC(C)C.C(C(CCCC)C(OOC(C)(CCC(OOC(=O)C(CC)CCCC)(C)C)C)=O)C. (5) Given the product [Cl:1][C:2]1[CH:28]=[C:27]([Cl:29])[CH:26]=[CH:25][C:3]=1[C:4]([N:6]([C:16]1[CH:21]=[CH:20][C:19]([Cl:22])=[C:18]([O:23][CH3:24])[CH:17]=1)[C:7]1[S:8][CH:9]=[C:10]([C:12]([N:30]2[CH2:34][CH2:33][CH2:32][CH2:31]2)=[O:13])[N:11]=1)=[O:5], predict the reactants needed to synthesize it. The reactants are: [Cl:1][C:2]1[CH:28]=[C:27]([Cl:29])[CH:26]=[CH:25][C:3]=1[C:4]([N:6]([C:16]1[CH:21]=[CH:20][C:19]([Cl:22])=[C:18]([O:23][CH3:24])[CH:17]=1)[C:7]1[S:8][C:9](C)=[C:10]([C:12](O)=[O:13])[N:11]=1)=[O:5].[NH:30]1[CH2:34][CH2:33][CH2:32][CH2:31]1.C(N1C=CN=C1)(N1C=CN=C1)=O.Cl.